From a dataset of Full USPTO retrosynthesis dataset with 1.9M reactions from patents (1976-2016). Predict the reactants needed to synthesize the given product. (1) Given the product [CH2:1]=[CH:2][CH2:3][N:4]1[C@@H:21]2[CH2:22][C:9]3[CH:10]=[CH:11][C:12]([OH:24])=[C:13]4[O:14][C@H:15]5[C:16]([CH2:18][CH2:19][C@:20]2([OH:23])[C@:7]5([C:8]=34)[CH2:6][CH2:5]1)=[O:17], predict the reactants needed to synthesize it. The reactants are: [CH2:1]=[CH:2][CH2:3][N:4]1[C@@H:21]2[CH2:22][C:9]3[CH:10]=[CH:11][C:12]([OH:24])=[C:13]4[O:14][C@H:15]5[C:16]([CH2:18][CH2:19][C@:20]2([OH:23])[C@:7]5([C:8]=34)[CH2:6][CH2:5]1)=[O:17].Cl. (2) The reactants are: [Cl-].[Li+].C(OP([CH2:11][C:12]([O:14][CH2:15][CH3:16])=[O:13])(OCC)=O)C.C1CCN2C(=NCCC2)CC1.[F:28][C:29]([F:35])([F:34])[CH2:30][CH2:31][CH:32]=O. Given the product [F:28][C:29]([F:35])([F:34])[CH2:30][CH2:31]/[CH:32]=[CH:11]/[C:12]([O:14][CH2:15][CH3:16])=[O:13], predict the reactants needed to synthesize it. (3) Given the product [F:24][C:25]1[CH:26]=[C:27]([C:2]2[S:6][C:5]([CH2:7][N:8]3[C:16]4[C:11](=[C:12]([C:19]([F:21])([F:20])[F:22])[C:13]([C:17]#[N:18])=[CH:14][CH:15]=4)[CH:10]=[C:9]3[CH3:23])=[CH:4][CH:3]=2)[CH:28]=[C:29]([F:31])[CH:30]=1, predict the reactants needed to synthesize it. The reactants are: Br[C:2]1[S:6][C:5]([CH2:7][N:8]2[C:16]3[C:11](=[C:12]([C:19]([F:22])([F:21])[F:20])[C:13]([C:17]#[N:18])=[CH:14][CH:15]=3)[CH:10]=[C:9]2[CH3:23])=[CH:4][CH:3]=1.[F:24][C:25]1[CH:26]=[C:27](B(O)O)[CH:28]=[C:29]([F:31])[CH:30]=1.